From a dataset of Retrosynthesis with 50K atom-mapped reactions and 10 reaction types from USPTO. Predict the reactants needed to synthesize the given product. (1) Given the product CC(CCOc1ccc(OC(C)(C)C(=O)O)cc1)Oc1ccc2ccc(-c3ccccc3)cc2c1, predict the reactants needed to synthesize it. The reactants are: CCOC(=O)C(C)(C)Oc1ccc(OCCC(C)Oc2ccc3ccc(-c4ccccc4)cc3c2)cc1. (2) Given the product Cc1ccc(NC(=O)c2ccc(NCCO)c(Cl)c2)cc1OCc1nn(C)c2ncnc(Cl)c12, predict the reactants needed to synthesize it. The reactants are: Cc1ccc(NC(=O)c2ccc(NCCO)c(Cl)c2)cc1O.Cn1nc(CBr)c2c(Cl)ncnc21. (3) Given the product O=C(OCCOP(=O)(OCc1ccccc1)OCc1ccccc1)Oc1ccc([N+](=O)[O-])cc1, predict the reactants needed to synthesize it. The reactants are: O=C(Cl)Oc1ccc([N+](=O)[O-])cc1.O=P(OCCO)(OCc1ccccc1)OCc1ccccc1. (4) Given the product CC(C)(C)OC(=O)N1CCC(n2cnc(COc3ccc(S(C)(=O)=O)cc3F)n2)CC1, predict the reactants needed to synthesize it. The reactants are: CC(C)(C)OC(=O)N1CCC(n2cnc(COS(C)(=O)=O)n2)CC1.CS(=O)(=O)c1ccc(O)c(F)c1. (5) Given the product CN1C(=O)N(Cc2cc(Cl)ccc2F)C(=O)C12C(=O)N(CC(=O)O)c1ccc(Cl)cc12, predict the reactants needed to synthesize it. The reactants are: CN1C(=O)N(Cc2cc(Cl)ccc2F)C(=O)C12C(=O)N(CC(=O)OC(C)(C)C)c1ccc(Cl)cc12. (6) Given the product C=CCC1(S(=O)(=O)Nc2c(Nc3ccc(I)cc3F)cc(F)cc2Oc2cccc(NS(=O)(=O)CC)c2)CC1, predict the reactants needed to synthesize it. The reactants are: C=CCC1(S(=O)(=O)Nc2c(Nc3ccc(I)cc3F)cc(F)cc2Oc2cccc(N)c2)CC1.CCS(=O)(=O)Cl. (7) Given the product CCOC(=O)c1nc2cc(CBr)ccn2c1-c1ccc(F)cc1, predict the reactants needed to synthesize it. The reactants are: CCOC(=O)c1nc2cc(C)ccn2c1-c1ccc(F)cc1.O=C1CCC(=O)N1Br.